From a dataset of Full USPTO retrosynthesis dataset with 1.9M reactions from patents (1976-2016). Predict the reactants needed to synthesize the given product. Given the product [OH:1][C:2]1[CH:7]=[CH:6][CH:5]=[CH:4][C:3]=1[S:8][CH:9]([CH2:29][CH3:31])[C:10]([C:12]1[CH:17]=[CH:16][C:15]([O:18][Si:19]([CH:23]([CH3:25])[CH3:24])([CH:26]([CH3:28])[CH3:27])[CH:20]([CH3:21])[CH3:22])=[CH:14][CH:13]=1)=[O:11], predict the reactants needed to synthesize it. The reactants are: [OH:1][C:2]1[CH:7]=[CH:6][CH:5]=[CH:4][C:3]=1[S:8][CH:9]([CH3:29])[C:10]([C:12]1[CH:17]=[CH:16][C:15]([O:18][Si:19]([CH:26]([CH3:28])[CH3:27])([CH:23]([CH3:25])[CH3:24])[CH:20]([CH3:22])[CH3:21])=[CH:14][CH:13]=1)=[O:11].O[C:31]1C=CC(C(=O)CCC)=CC=1.